The task is: Regression. Given a peptide amino acid sequence and an MHC pseudo amino acid sequence, predict their binding affinity value. This is MHC class I binding data.. This data is from Peptide-MHC class I binding affinity with 185,985 pairs from IEDB/IMGT. (1) The peptide sequence is EHNGGDDPL. The MHC is HLA-B07:02 with pseudo-sequence HLA-B07:02. The binding affinity (normalized) is 0.213. (2) The peptide sequence is DVEKEKFVA. The MHC is HLA-A68:02 with pseudo-sequence HLA-A68:02. The binding affinity (normalized) is 0. (3) The peptide sequence is VVKDDPDHYK. The binding affinity (normalized) is 0. The MHC is HLA-A33:01 with pseudo-sequence HLA-A33:01. (4) The peptide sequence is KLWAQCVQL. The MHC is HLA-A02:01 with pseudo-sequence HLA-A02:01. The binding affinity (normalized) is 0.723. (5) The peptide sequence is KVFFGPIYY. The MHC is SLA-10401 with pseudo-sequence SLA-10401. The binding affinity (normalized) is 0.496.